This data is from Full USPTO retrosynthesis dataset with 1.9M reactions from patents (1976-2016). The task is: Predict the reactants needed to synthesize the given product. (1) Given the product [CH2:37]([O:5][C:4](=[O:6])[C:3]1[CH:7]=[CH:8][C:9]([NH:11][C:12]([C:14]2[CH:22]=[C:21]3[C:17]([CH2:18][CH2:19][N:20]3[S:23]([C:26]3[CH:31]=[CH:30][CH:29]=[C:28]([C:32]([F:33])([F:35])[F:34])[CH:27]=3)(=[O:25])=[O:24])=[CH:16][CH:15]=2)=[O:13])=[CH:10][C:2]=1[F:1])[CH3:38], predict the reactants needed to synthesize it. The reactants are: [F:1][C:2]1[CH:10]=[C:9]([NH:11][C:12]([C:14]2[CH:22]=[C:21]3[C:17]([CH2:18][CH2:19][N:20]3[S:23]([C:26]3[CH:31]=[CH:30][CH:29]=[C:28]([C:32]([F:35])([F:34])[F:33])[CH:27]=3)(=[O:25])=[O:24])=[CH:16][CH:15]=2)=[O:13])[CH:8]=[CH:7][C:3]=1[C:4]([OH:6])=[O:5].F[C:37](F)(F)[C:38]1C=C(S(Cl)(=O)=O)C=CC=1. (2) Given the product [C:1]([C:3]1[CH:4]=[C:5]([CH2:10][CH2:11][C:12]2([NH2:32])[CH2:17][CH2:16][N:15]([C:18](=[O:31])[CH2:19][C:20]3[CH:25]=[CH:24][C:23]([N:26]4[CH:30]=[N:29][N:28]=[N:27]4)=[CH:22][CH:21]=3)[CH2:14][CH2:13]2)[CH:6]=[CH:7][C:8]=1[F:9])#[N:2], predict the reactants needed to synthesize it. The reactants are: [C:1]([C:3]1[CH:4]=[C:5]([CH2:10][CH2:11][C:12]2([NH:32]C(=O)OCC3C=CC=CC=3)[CH2:17][CH2:16][N:15]([C:18](=[O:31])[CH2:19][C:20]3[CH:25]=[CH:24][C:23]([N:26]4[CH:30]=[N:29][N:28]=[N:27]4)=[CH:22][CH:21]=3)[CH2:14][CH2:13]2)[CH:6]=[CH:7][C:8]=1[F:9])#[N:2]. (3) Given the product [CH2:20]=[C:21]1[CH2:26][CH2:25][O:24][C:22]1=[O:23].[CH3:35][CH2:34][CH2:33][CH2:32][O:31][C:27]([CH:28]=[CH2:29])=[O:30].[C:36]([OH:40])(=[O:39])[CH:37]=[CH2:38], predict the reactants needed to synthesize it. The reactants are: O.S([O-])(OCCCCCCCCCCCC)(=O)=O.[Na+].[CH2:20]=[C:21]1[CH2:26][CH2:25][O:24][C:22]1=[O:23].[C:27]([O:31][CH2:32][CH2:33][CH2:34][CH3:35])(=[O:30])[CH:28]=[CH2:29].[C:36]([OH:40])(=[O:39])[CH:37]=[CH2:38].S(OOS([O-])(=O)=O)([O-])(=O)=O.[Na+].[Na+].[OH-].[Na+]. (4) Given the product [CH3:9][O:8][C:6]([C:5]1[CH:10]=[CH:11][C:2]([N:18]2[CH2:17][CH2:16][N:15]([C:21]([O:23][C:24]([CH3:27])([CH3:26])[CH3:25])=[O:22])[CH2:20][CH2:19]2)=[C:3]([N+:12]([O-:14])=[O:13])[CH:4]=1)=[O:7], predict the reactants needed to synthesize it. The reactants are: F[C:2]1[CH:11]=[CH:10][C:5]([C:6]([O:8][CH3:9])=[O:7])=[CH:4][C:3]=1[N+:12]([O-:14])=[O:13].[N:15]1([C:21]([O:23][C:24]([CH3:27])([CH3:26])[CH3:25])=[O:22])[CH2:20][CH2:19][NH:18][CH2:17][CH2:16]1.C(=O)([O-])[O-].[K+].[K+].O. (5) Given the product [C:1]([C:5]1[CH:14]=[C:13]2[C:8]([CH:9]=[C:10]([C:19]([O:21][CH2:22][CH3:23])=[O:20])[CH:11]([C:15]([F:18])([F:17])[F:16])[O:12]2)=[CH:7][C:6]=1[CH3:25])([CH3:4])([CH3:3])[CH3:2], predict the reactants needed to synthesize it. The reactants are: [C:1]([C:5]1[CH:14]=[C:13]2[C:8]([CH:9]=[C:10]([C:19]([O:21][CH2:22][CH3:23])=[O:20])[CH:11]([C:15]([F:18])([F:17])[F:16])[O:12]2)=[CH:7][C:6]=1Cl)([CH3:4])([CH3:3])[CH3:2].[C:25]([O-])([O-])=O.[Cs+].[Cs+].CB1OB(C)OB(C)O1.O.